From a dataset of CYP2C9 inhibition data for predicting drug metabolism from PubChem BioAssay. Regression/Classification. Given a drug SMILES string, predict its absorption, distribution, metabolism, or excretion properties. Task type varies by dataset: regression for continuous measurements (e.g., permeability, clearance, half-life) or binary classification for categorical outcomes (e.g., BBB penetration, CYP inhibition). Dataset: cyp2c9_veith. (1) The molecule is CCn1c2ccccc2c2cc(N=C3SC(CC(=O)Nc4ccccc4OC)C(=O)N3C)ccc21. The result is 1 (inhibitor). (2) The drug is O=c1c2ccccc2sc2c(CO)ccc(NCCN3CCCCC3)c12. The result is 0 (non-inhibitor).